This data is from Forward reaction prediction with 1.9M reactions from USPTO patents (1976-2016). The task is: Predict the product of the given reaction. Given the reactants [CH2:1]([NH:3][C:4]([C:6]1[C:10]([C:11]2[CH:16]=[CH:15][C:14]([CH:17]=O)=[CH:13][CH:12]=2)=[C:9]([C:19]2[CH:24]=[C:23]([CH2:25][CH:26]([CH3:28])[CH3:27])[C:22]([O:29][CH2:30][C:31]3[CH:36]=[CH:35][CH:34]=[CH:33][CH:32]=3)=[CH:21][C:20]=2[O:37][CH2:38][C:39]2[CH:44]=[CH:43][CH:42]=[CH:41][CH:40]=2)[O:8][N:7]=1)=[O:5])[CH3:2].[NH:45]1[CH2:50][CH2:49][O:48][CH2:47][CH2:46]1.C(O)(=O)C.C([BH3-])#N.[Na+], predict the reaction product. The product is: [CH2:1]([NH:3][C:4]([C:6]1[C:10]([C:11]2[CH:12]=[CH:13][C:14]([CH2:17][N:45]3[CH2:50][CH2:49][O:48][CH2:47][CH2:46]3)=[CH:15][CH:16]=2)=[C:9]([C:19]2[CH:24]=[C:23]([CH2:25][CH:26]([CH3:28])[CH3:27])[C:22]([O:29][CH2:30][C:31]3[CH:32]=[CH:33][CH:34]=[CH:35][CH:36]=3)=[CH:21][C:20]=2[O:37][CH2:38][C:39]2[CH:40]=[CH:41][CH:42]=[CH:43][CH:44]=2)[O:8][N:7]=1)=[O:5])[CH3:2].